From a dataset of Catalyst prediction with 721,799 reactions and 888 catalyst types from USPTO. Predict which catalyst facilitates the given reaction. (1) The catalyst class is: 7. Reactant: C[Si]([N-][Si](C)(C)C)(C)C.[K+].FC(F)(F)COP([CH2:23][C:24]([O:26][CH3:27])=[O:25])(=O)OCC(F)(F)F.C1OCCOCCOCCOCCOCCOC1.[F:48][C:49]1[CH:54]=[CH:53][C:52]([C:55]2[N:59]([CH3:60])[N:58]=[CH:57][C:56]=2[CH:61]=O)=[CH:51][CH:50]=1.[Cl-].[NH4+]. Product: [F:48][C:49]1[CH:50]=[CH:51][C:52]([C:55]2[N:59]([CH3:60])[N:58]=[CH:57][C:56]=2/[CH:61]=[CH:23]\[C:24]([O:26][CH3:27])=[O:25])=[CH:53][CH:54]=1. (2) Reactant: FC(F)(F)S(OS(C(F)(F)F)(=O)=O)(=O)=O.[F:16][C:17]1[CH:22]=[C:21]([F:23])[CH:20]=[CH:19][C:18]=1[C@:24]12[CH2:33][O:32][C@@H:31]([CH:34]([OH:39])[CH2:35][CH2:36][CH2:37]O)[CH2:30][C@H:29]1[CH2:28][S:27][C:26]([NH:40][C:41](=[O:48])[C:42]1[CH:47]=[CH:46][CH:45]=[CH:44][CH:43]=1)=[N:25]2.CC1C=CC=C(C)N=1. Product: [F:16][C:17]1[CH:22]=[C:21]([F:23])[CH:20]=[CH:19][C:18]=1[C@:24]12[CH2:33][O:32][C@@H:31]([CH:34]3[CH2:35][CH2:36][CH2:37][O:39]3)[CH2:30][C@H:29]1[CH2:28][S:27][C:26]([NH:40][C:41](=[O:48])[C:42]1[CH:47]=[CH:46][CH:45]=[CH:44][CH:43]=1)=[N:25]2. The catalyst class is: 4. (3) Reactant: Br[C:2]1[CH:3]=[C:4]([O:9][CH:10]([F:12])[F:11])[C:5]([NH2:8])=[N:6][CH:7]=1.[B:13]1([B:13]2[O:17][C:16]([CH3:19])([CH3:18])[C:15]([CH3:21])([CH3:20])[O:14]2)[O:17][C:16]([CH3:19])([CH3:18])[C:15]([CH3:21])([CH3:20])[O:14]1.C([O-])(=O)C.[K+]. Product: [F:11][CH:10]([F:12])[O:9][C:4]1[C:5]([NH2:8])=[N:6][CH:7]=[C:2]([B:13]2[O:17][C:16]([CH3:19])([CH3:18])[C:15]([CH3:21])([CH3:20])[O:14]2)[CH:3]=1. The catalyst class is: 12. (4) Reactant: [Br:1][C:2]1[CH:7]=[CH:6][C:5]([C:8]2(O)[CH2:11][CH2:10][CH2:9]2)=[C:4]([C:13]([F:16])([F:15])[F:14])[CH:3]=1.C([SiH](CC)CC)C.C(=O)([O-])[O-].[K+].[K+].O. Product: [Br:1][C:2]1[CH:7]=[CH:6][C:5]([CH:8]2[CH2:11][CH2:10][CH2:9]2)=[C:4]([C:13]([F:14])([F:15])[F:16])[CH:3]=1. The catalyst class is: 22. (5) Reactant: [Cl:1][C:2]1[CH:29]=[CH:28][C:5]2[N:6]([CH2:19][C:20]3[CH:25]=[CH:24][C:23]([O:26][CH3:27])=[CH:22][CH:21]=3)[C:7](=[O:18])[CH2:8][N:9]=[C:10]([C:11]3[CH:16]=[CH:15][C:14]([F:17])=[CH:13][CH:12]=3)[C:4]=2[CH:3]=1.CC(C)([O-])C.[K+].[CH3:36][C:37]1[CH:44]=[CH:43][CH:42]=[CH:41][C:38]=1[CH2:39]Br. Product: [Cl:1][C:2]1[CH:29]=[CH:28][C:5]2[N:6]([CH2:19][C:20]3[CH:25]=[CH:24][C:23]([O:26][CH3:27])=[CH:22][CH:21]=3)[C:7](=[O:18])[CH:8]([CH2:36][C:37]3[CH:44]=[CH:43][CH:42]=[CH:41][C:38]=3[CH3:39])[N:9]=[C:10]([C:11]3[CH:16]=[CH:15][C:14]([F:17])=[CH:13][CH:12]=3)[C:4]=2[CH:3]=1. The catalyst class is: 1.